This data is from Catalyst prediction with 721,799 reactions and 888 catalyst types from USPTO. The task is: Predict which catalyst facilitates the given reaction. (1) Reactant: Br[CH2:2][C:3](=[CH2:9])[C:4]([O:6][CH2:7][CH3:8])=[O:5].[CH3:10][O-:11].[Na+]. Product: [CH2:7]([O:6][C:4](=[O:5])[C:3]([CH2:2][O:11][CH3:10])=[CH2:9])[CH3:8]. The catalyst class is: 24. (2) Reactant: [CH2:1]([C@@H:8]1[CH2:19][N:18]2[C:10]([C:11]3[NH:12][C:13]([CH:21]4[CH2:25][CH2:24][CH2:23][CH2:22]4)=[N:14][C:15]=3[N:16]=[C:17]2Cl)=[N:9]1)[C:2]1[CH:7]=[CH:6][CH:5]=[CH:4][CH:3]=1.[CH3:26][S:27][CH:28](C)CO.[H-].[Na+].C([O:37][CH2:38][CH3:39])(=O)C. Product: [CH2:1]([C@@H:8]1[CH2:19][N:18]2[C:10]([C:11]3[NH:12][C:13]([CH:21]4[CH2:25][CH2:24][CH2:23][CH2:22]4)=[N:14][C:15]=3[N:16]=[C:17]2[O:37][CH2:38][CH2:39][CH2:26][S:27][CH3:28])=[N:9]1)[C:2]1[CH:7]=[CH:6][CH:5]=[CH:4][CH:3]=1. The catalyst class is: 7. (3) Reactant: [NH2:1][C:2]1[CH:7]=[CH:6][C:5]([CH2:8][C:9]([OH:11])=[O:10])=[C:4]([S:12][CH3:13])[CH:3]=1.[CH:14](OCC)(OCC)OCC.[N-:24]=[N+:25]=[N-:26].[Na+]. Product: [CH3:13][S:12][C:4]1[CH:3]=[C:2]([N:1]2[CH:14]=[N:26][N:25]=[N:24]2)[CH:7]=[CH:6][C:5]=1[CH2:8][C:9]([OH:11])=[O:10]. The catalyst class is: 52. (4) Reactant: [C:1]([N:4]1[CH2:9][CH2:8][CH:7]([NH:10][NH:11][C:12](=[O:19])[C:13]2[CH:18]=[CH:17][CH:16]=[CH:15][CH:14]=2)[CH2:6][CH2:5]1)(=[O:3])[CH3:2].[C:20]([O:24][C:25](O[C:25]([O:24][C:20]([CH3:23])([CH3:22])[CH3:21])=[O:26])=[O:26])([CH3:23])([CH3:22])[CH3:21]. Product: [C:1]([N:4]1[CH2:9][CH2:8][CH:7]([N:10]([C:25]([O:24][C:20]([CH3:23])([CH3:22])[CH3:21])=[O:26])[N:11]([C:12](=[O:19])[C:13]2[CH:14]=[CH:15][CH:16]=[CH:17][CH:18]=2)[C:25]([O:24][C:20]([CH3:23])([CH3:22])[CH3:21])=[O:26])[CH2:6][CH2:5]1)(=[O:3])[CH3:2]. The catalyst class is: 599.